This data is from Full USPTO retrosynthesis dataset with 1.9M reactions from patents (1976-2016). The task is: Predict the reactants needed to synthesize the given product. (1) Given the product [NH2:15][C:4]1[N:3]=[C:2]([C:21]2[CH:22]=[CH:23][C:18]([C:16]#[N:17])=[C:19]([F:27])[CH:20]=2)[CH:7]=[C:6]([N:8]2[CH2:14][CH2:13][CH2:12][CH2:11][CH2:10][CH2:9]2)[N:5]=1, predict the reactants needed to synthesize it. The reactants are: Cl[C:2]1[CH:7]=[C:6]([N:8]2[CH2:14][CH2:13][CH2:12][CH2:11][CH2:10][CH2:9]2)[N:5]=[C:4]([NH2:15])[N:3]=1.[C:16]([C:18]1[CH:23]=[CH:22][C:21](B(O)O)=[CH:20][C:19]=1[F:27])#[N:17].C([O-])(O)=O.[Na+]. (2) Given the product [F:19][C:2]([F:1])([F:20])[C:3]1[C:4]([N:9]2[CH2:10][CH:11]=[C:12]([C:15]([OH:17])=[O:16])[CH2:13][CH2:14]2)=[N:5][CH:6]=[CH:7][CH:8]=1, predict the reactants needed to synthesize it. The reactants are: [F:1][C:2]([F:20])([F:19])[C:3]1[C:4]([N:9]2[CH2:14][CH:13]=[C:12]([C:15]([O:17]C)=[O:16])[CH2:11][CH2:10]2)=[N:5][CH:6]=[CH:7][CH:8]=1.[OH-].[Na+]. (3) Given the product [CH3:1][O:2][C:3]1[CH:12]=[C:11]2[C:6]([C:7]([O:13][C:14]3[CH:15]=[CH:16][C:17]([NH:20][C:33]([C:25]4[C:24](=[O:36])[N:23]([C:37]5[CH:38]=[CH:39][CH:40]=[CH:41][CH:42]=5)[N:22]([CH3:21])[C:26]=4[CH2:27][N:28]4[CH2:29][CH2:30][CH2:31][CH2:32]4)=[O:34])=[N:18][CH:19]=3)=[CH:8][CH:9]=[N:10]2)=[CH:5][CH:4]=1, predict the reactants needed to synthesize it. The reactants are: [CH3:1][O:2][C:3]1[CH:12]=[C:11]2[C:6]([C:7]([O:13][C:14]3[CH:15]=[CH:16][C:17]([NH2:20])=[N:18][CH:19]=3)=[CH:8][CH:9]=[N:10]2)=[CH:5][CH:4]=1.[CH3:21][N:22]1[C:26]([CH2:27][N:28]2[CH2:32][CH2:31][CH2:30][CH2:29]2)=[C:25]([C:33](O)=[O:34])[C:24](=[O:36])[N:23]1[C:37]1[CH:42]=[CH:41][CH:40]=[CH:39][CH:38]=1.C(N(C(C)C)C(C)C)C.CN(C(ON1N=NC2C=CC=NC1=2)=[N+](C)C)C.F[P-](F)(F)(F)(F)F. (4) Given the product [F:29][C:16]1[CH:15]=[C:14]([CH2:12][N:9]2[CH2:10][CH2:11][CH:7]([C:1]3[CH:6]=[CH:5][CH:4]=[CH:3][CH:2]=3)[CH2:8]2)[CH:28]=[CH:27][C:17]=1[O:18][C:19]1[CH:26]=[CH:25][C:22]([C:23]#[N:24])=[CH:21][N:20]=1, predict the reactants needed to synthesize it. The reactants are: [C:1]1([CH:7]2[CH2:11][CH2:10][NH:9][CH2:8]2)[CH:6]=[CH:5][CH:4]=[CH:3][CH:2]=1.[CH:12]([C:14]1[CH:28]=[CH:27][C:17]([O:18][C:19]2[CH:26]=[CH:25][C:22]([C:23]#[N:24])=[CH:21][N:20]=2)=[C:16]([F:29])[CH:15]=1)=O.C(O[BH-](OC(=O)C)OC(=O)C)(=O)C.[Na+].C(O)(=O)C. (5) The reactants are: [NH2:1][C:2]1[C:3]2[N:4]([C:8]([C@@H:30]3[CH2:38][CH2:37][C@@H:36]4[N:32]([C:33](=[O:39])[CH2:34][CH2:35]4)[CH2:31]3)=[N:9][C:10]=2[C:11]2[CH:29]=[CH:28][C:14]([C:15]([NH:17][C:18]3[CH:23]=[C:22]([C:24]([F:27])([F:26])[F:25])[CH:21]=[CH:20][N:19]=3)=[O:16])=[CH:13][CH:12]=2)[CH:5]=[CH:6][N:7]=1.C(N(CC)CC)C.[C:47](Cl)(=[O:50])[O:48][CH3:49]. Given the product [O:39]=[C:33]1[N:32]2[C@@H:36]([CH2:37][CH2:38][C@@H:30]([C:8]3[N:4]4[CH:5]=[CH:6][N:7]=[C:2]([NH:1][C:47](=[O:50])[O:48][CH3:49])[C:3]4=[C:10]([C:11]4[CH:12]=[CH:13][C:14]([C:15](=[O:16])[NH:17][C:18]5[CH:23]=[C:22]([C:24]([F:27])([F:26])[F:25])[CH:21]=[CH:20][N:19]=5)=[CH:28][CH:29]=4)[N:9]=3)[CH2:31]2)[CH2:35][CH2:34]1, predict the reactants needed to synthesize it. (6) Given the product [CH:1]1([C:6]2[CH:11]=[CH:10][C:9]([S:12]([CH3:15])(=[O:14])=[O:13])=[CH:8][C:7]=2[C:16]([N:18]2[CH2:19][CH2:20][N:21]([C:24]3[CH:25]=[CH:26][C:27]([C:30]([F:32])([F:31])[F:33])=[CH:28][CH:29]=3)[CH2:22][CH2:23]2)=[O:17])[CH2:5][CH2:4][CH2:3][CH2:2]1, predict the reactants needed to synthesize it. The reactants are: [C:1]1([C:6]2[CH:11]=[CH:10][C:9]([S:12]([CH3:15])(=[O:14])=[O:13])=[CH:8][C:7]=2[C:16]([N:18]2[CH2:23][CH2:22][N:21]([C:24]3[CH:29]=[CH:28][C:27]([C:30]([F:33])([F:32])[F:31])=[CH:26][CH:25]=3)[CH2:20][CH2:19]2)=[O:17])[CH2:5][CH2:4][CH2:3][CH:2]=1. (7) Given the product [CH3:1][N:2]1[CH2:19][CH:18]2[CH:4]([C:5]3[CH:6]=[CH:7][CH:8]=[CH:9][C:10]=3[O:11][C:12]3[CH:13]=[CH:14][C:15]([Cl:20])=[CH:16][C:17]=32)[CH2:3]1.[OH2:22].[C:21]([C@@H:24]([C@H:26]([C:28]([OH:30])=[O:29])[OH:27])[OH:25])([OH:23])=[O:22], predict the reactants needed to synthesize it. The reactants are: [CH3:1][N:2]1[CH2:19][CH:18]2[CH:4]([C:5]3[CH:6]=[CH:7][CH:8]=[CH:9][C:10]=3[O:11][C:12]3[CH:13]=[CH:14][C:15]([Cl:20])=[CH:16][C:17]=32)[CH2:3]1.[C:21]([C@@H:24]([C@H:26]([C:28]([O-:30])=[O:29])[OH:27])[OH:25])([O-:23])=[O:22]. (8) Given the product [Cl:13][CH2:7][CH2:8][CH2:9][C:3]([NH:6][C:5]1[CH:7]=[C:8]([N+:10]([O-:12])=[O:11])[CH:9]=[C:3]([O:2][CH3:1])[CH:4]=1)=[O:2], predict the reactants needed to synthesize it. The reactants are: [CH3:1][O:2][C:3]1[CH:4]=[C:5]([CH:7]=[C:8]([N+:10]([O-:12])=[O:11])[CH:9]=1)[NH2:6].[Cl-:13]. (9) The reactants are: Br[C:2]1[CH:3]=[CH:4][C:5]([C:8]([N:10]2[CH2:14][CH2:13][CH2:12][CH2:11]2)=[O:9])=[N:6][CH:7]=1.[CH3:15][C:16]1([CH3:32])[C:20]([CH3:22])([CH3:21])[O:19][B:18]([B:18]2[O:19][C:20]([CH3:22])([CH3:21])[C:16]([CH3:32])([CH3:15])[O:17]2)[O:17]1.ClCCl.C([O-])(=O)C.[K+]. Given the product [N:10]1([C:8]([C:5]2[CH:4]=[CH:3][C:2]([B:18]3[O:19][C:20]([CH3:22])([CH3:21])[C:16]([CH3:32])([CH3:15])[O:17]3)=[CH:7][N:6]=2)=[O:9])[CH2:14][CH2:13][CH2:12][CH2:11]1, predict the reactants needed to synthesize it.